From a dataset of Forward reaction prediction with 1.9M reactions from USPTO patents (1976-2016). Predict the product of the given reaction. (1) Given the reactants [C:1]([O:5][C:6]([N:8]([CH3:19])[C:9]1[CH:10]=[N:11][C:12]([C:15]([O:17]C)=[O:16])=[N:13][CH:14]=1)=[O:7])([CH3:4])([CH3:3])[CH3:2].[Li+:20].[OH-], predict the reaction product. The product is: [C:1]([O:5][C:6]([N:8]([CH3:19])[C:9]1[CH:14]=[N:13][C:12]([C:15]([O-:17])=[O:16])=[N:11][CH:10]=1)=[O:7])([CH3:4])([CH3:3])[CH3:2].[Li+:20]. (2) Given the reactants CO[C:3]([C:5]1[N:13]=[C:12]2[C:8]([N:9]=[CH:10][N:11]2[C@@H:14]2[CH2:18][C@H:17]([NH:19][C:20](=[O:23])[CH2:21][CH3:22])[C@@H:16]([OH:24])[C@H:15]2[OH:25])=[C:7]([NH:26][CH2:27][CH:28]([C:35]2[CH:40]=[CH:39][CH:38]=[CH:37][CH:36]=2)[C:29]2[CH:34]=[CH:33][CH:32]=[CH:31][CH:30]=2)[N:6]=1)=[O:4].Cl.COC(C1N=C2[C:49]([N:50]=CN2)=[C:48]([NH:55][CH2:56][CH:57]([C:64]2C=CC=CC=2)C2C=CC=CC=2)N=1)=O.Cl.NCCNC(C1N=C2C(N=CN2[C@@H]2C[C@H](N)[C@@H](O)[C@H]2O)=C(NCC(C2C=CC=CC=2)C2C=CC=CC=2)N=1)=[O:76], predict the reaction product. The product is: [C:56]([NH:55][CH2:48][CH2:49][NH:50][C:3]([C:5]1[N:13]=[C:12]2[C:8]([N:9]=[CH:10][N:11]2[C@@H:14]2[CH2:18][C@H:17]([NH:19][C:20](=[O:23])[CH2:21][CH3:22])[C@@H:16]([OH:24])[C@H:15]2[OH:25])=[C:7]([NH:26][CH2:27][CH:28]([C:29]2[CH:30]=[CH:31][CH:32]=[CH:33][CH:34]=2)[C:35]2[CH:36]=[CH:37][CH:38]=[CH:39][CH:40]=2)[N:6]=1)=[O:4])(=[O:76])[CH2:57][CH3:64]. (3) Given the reactants [Br:1][C:2]1[CH:3]=[C:4]([CH:7]=[CH:8][CH:9]=1)[CH:5]=[O:6].O[CH2:11][CH2:12][C:13]1[C:21]2[C:16](=[CH:17][CH:18]=[CH:19][CH:20]=2)[NH:15][CH:14]=1.FC(F)(F)C(O)=O, predict the reaction product. The product is: [Br:1][C:2]1[CH:3]=[C:4]([CH:5]2[C:14]3[NH:15][C:16]4[C:21]([C:13]=3[CH2:12][CH2:11][O:6]2)=[CH:20][CH:19]=[CH:18][CH:17]=4)[CH:7]=[CH:8][CH:9]=1. (4) Given the reactants [NH2:1][C@@H:2]([CH2:11][CH3:12])[C@H:3]([OH:10])[C:4]([NH:6][CH:7]1[CH2:9][CH2:8]1)=[O:5].N[C@@H:14](CCC)C(O)=O, predict the reaction product. The product is: [NH2:1][C@@H:2]([CH2:11][CH2:12][CH3:14])[C@H:3]([OH:10])[C:4]([NH:6][CH:7]1[CH2:8][CH2:9]1)=[O:5]. (5) The product is: [F:11][C:6]1[C:7]([N+:8]([O-:10])=[O:9])=[C:2]([NH:40][CH:37]2[CH2:36][CH2:35][N:34]([C@H:31]3[CH2:32][CH2:33][C@H:28]([O:27][CH2:24][CH2:25][CH3:26])[CH2:29][CH2:30]3)[CH2:39][CH2:38]2)[CH:3]=[C:4]([CH3:12])[CH:5]=1. Given the reactants F[C:2]1[CH:3]=[C:4]([CH3:12])[CH:5]=[C:6]([F:11])[C:7]=1[N+:8]([O-:10])=[O:9].C(N(C(C)C)CC)(C)C.Cl.Cl.[CH2:24]([O:27][C@H:28]1[CH2:33][CH2:32][C@H:31]([N:34]2[CH2:39][CH2:38][CH:37]([NH2:40])[CH2:36][CH2:35]2)[CH2:30][CH2:29]1)[CH2:25][CH3:26], predict the reaction product. (6) Given the reactants [NH2:1][C:2]1[CH:21]=[CH:20][C:5]([O:6][C:7]2[C:16]3[C:11](=[CH:12][C:13]([OH:19])=[C:14]([C:17]#[N:18])[CH:15]=3)[N:10]=[CH:9][CH:8]=2)=[CH:4][CH:3]=1.[H-].[Na+].CC1C=CC(S(O[CH2:35][C@H:36]2[CH2:38][O:37]2)(=O)=O)=CC=1.C(OCC)(=O)C, predict the reaction product. The product is: [NH2:1][C:2]1[CH:21]=[CH:20][C:5]([O:6][C:7]2[C:16]3[C:11](=[CH:12][C:13]([O:19][CH2:35][C@H:36]4[CH2:38][O:37]4)=[C:14]([C:17]#[N:18])[CH:15]=3)[N:10]=[CH:9][CH:8]=2)=[CH:4][CH:3]=1. (7) Given the reactants [CH3:1][O:2][C:3]1[CH:4]=[C:5]2[C:10](=[C:11]([NH2:13])[CH:12]=1)[N:9]=[CH:8][CH:7]=[CH:6]2.[C:14]1([S:20](Cl)(=[O:22])=[O:21])[CH:19]=[CH:18][CH:17]=[CH:16][CH:15]=1, predict the reaction product. The product is: [CH3:1][O:2][C:3]1[CH:4]=[C:5]2[C:10](=[C:11]([NH:13][S:20]([C:14]3[CH:19]=[CH:18][CH:17]=[CH:16][CH:15]=3)(=[O:22])=[O:21])[CH:12]=1)[N:9]=[CH:8][CH:7]=[CH:6]2.